This data is from Reaction yield outcomes from USPTO patents with 853,638 reactions. The task is: Predict the reaction yield, written as a fraction of the theoretical maximum amount of product (1.0 means a 100% yield; for example, 0.34 means a 34% yield). (1) The reactants are [CH2:1]([O:3][C:4](=[O:13])[C:5]1[CH2:10][CH2:9][C:8]([NH2:11])=[N:7][C:6]=1[NH2:12])[CH3:2].ClC1C(=O)C(C#N)=C(C#N)C(=O)C=1Cl. The catalyst is O1CCCC1. The product is [CH2:1]([O:3][C:4](=[O:13])[C:5]1[CH:10]=[CH:9][C:8]([NH2:11])=[N:7][C:6]=1[NH2:12])[CH3:2]. The yield is 0.695. (2) The reactants are Br[CH2:2][CH2:3][C:4]1[CH:9]=[CH:8][CH:7]=[CH:6][N:5]=1.[CH3:10][N:11](C=O)C. The catalyst is O.[C-]#N.[C-]#N.[Zn+2].C1C=CC([P]([Pd]([P](C2C=CC=CC=2)(C2C=CC=CC=2)C2C=CC=CC=2)([P](C2C=CC=CC=2)(C2C=CC=CC=2)C2C=CC=CC=2)[P](C2C=CC=CC=2)(C2C=CC=CC=2)C2C=CC=CC=2)(C2C=CC=CC=2)C2C=CC=CC=2)=CC=1. The product is [N:5]1[CH:6]=[CH:7][CH:8]=[CH:9][C:4]=1[CH2:3][CH2:2][C:10]#[N:11]. The yield is 0.330. (3) The reactants are [CH2:1]([N:8]1[C:16]2[C:11](=[CH:12][CH:13]=[C:14]([CH:17]([OH:20])[CH2:18][OH:19])[CH:15]=2)[CH:10]=[N:9]1)[C:2]1[CH:7]=[CH:6][CH:5]=[CH:4][CH:3]=1.CCN(CC)CC.[CH3:28][S:29](Cl)(=[O:31])=[O:30]. The catalyst is C(Cl)Cl. The product is [CH2:1]([N:8]1[C:16]2[C:11](=[CH:12][CH:13]=[C:14]([CH:17]([O:20][S:29]([CH3:28])(=[O:31])=[O:30])[CH2:18][O:19][S:29]([CH3:28])(=[O:31])=[O:30])[CH:15]=2)[CH:10]=[N:9]1)[C:2]1[CH:3]=[CH:4][CH:5]=[CH:6][CH:7]=1. The yield is 0.710. (4) The reactants are [ClH:1].O1CCOCC1.C(OC([NH:15][CH:16]([C:42]1[CH:47]=[CH:46][CH:45]=[CH:44][CH:43]=1)[C:17]1[CH:18]=[C:19]([CH:39]=[CH:40][CH:41]=1)[O:20][CH2:21][C:22]1[CH:38]=[CH:37][C:25]([C:26]([O:28][CH2:29][CH2:30][CH2:31][CH:32]2[O:36][CH2:35][CH2:34][O:33]2)=[O:27])=[CH:24][CH:23]=1)=O)(C)(C)C. No catalyst specified. The product is [ClH:1].[NH2:15][CH:16]([C:42]1[CH:47]=[CH:46][CH:45]=[CH:44][CH:43]=1)[C:17]1[CH:18]=[C:19]([CH:39]=[CH:40][CH:41]=1)[O:20][CH2:21][C:22]1[CH:38]=[CH:37][C:25]([C:26]([O:28][CH2:29][CH2:30][CH2:31][CH:32]2[O:33][CH2:34][CH2:35][O:36]2)=[O:27])=[CH:24][CH:23]=1. The yield is 1.00. (5) The reactants are [NH2:1][C:2]1[CH:7]=[C:6]([CH3:8])[CH:5]=[CH:4][C:3]=1[OH:9].[N+:10]([C:13]1[CH:14]=[C:15]([CH:19]=[CH:20][CH:21]=1)[C:16](Cl)=O)([O-:12])=[O:11].[OH-].[Na+]. The catalyst is O1CCOCC1. The product is [CH3:8][C:6]1[CH:5]=[CH:4][C:3]2[O:9][C:16]([C:15]3[CH:19]=[CH:20][CH:21]=[C:13]([N+:10]([O-:12])=[O:11])[CH:14]=3)=[N:1][C:2]=2[CH:7]=1. The yield is 0.840. (6) The reactants are [Br:1][C:2]1[CH:3]=[CH:4][C:5](F)=[C:6]([C:8]([C:10]2([OH:18])[CH2:15][CH2:14][CH:13]([O:16][CH3:17])[CH2:12][CH2:11]2)=O)[CH:7]=1.[CH3:20][C:21]([S:24]([NH2:26])=[O:25])([CH3:23])[CH3:22].O. The catalyst is CN1C2C(N=C(N)NC=2NCC1CNC1C=CC(C(NC(C(O)=O)CCC(O)=O)=O)=CC=1)=O.CCOC(C)=O.[O-]CC.[Ti+4].[O-]CC.[O-]CC.[O-]CC. The product is [Br:1][C:2]1[CH:3]=[CH:4][C:5]2[O:18][C:10]3([CH2:15][CH2:14][CH:13]([O:16][CH3:17])[CH2:12][CH2:11]3)[C:8](=[N:26][S:24]([C:21]([CH3:23])([CH3:22])[CH3:20])=[O:25])[C:6]=2[CH:7]=1. The yield is 0.650.